From a dataset of Reaction yield outcomes from USPTO patents with 853,638 reactions. Predict the reaction yield, written as a fraction of the theoretical maximum amount of product (1.0 means a 100% yield; for example, 0.34 means a 34% yield). (1) The reactants are Cl[C:2]1[N:3]=[C:4]([N:12]2[CH2:17][CH2:16][O:15][CH2:14][C@@H:13]2[CH3:18])[C:5]2[CH2:10][N:9]([CH3:11])[CH2:8][C:6]=2[N:7]=1.[CH:19]1([NH:22][C:23]([NH:25][C:26]2[CH:31]=[CH:30][C:29](B3OC(C)(C)C(C)(C)O3)=[C:28]([F:41])[CH:27]=2)=[O:24])[CH2:21][CH2:20]1.ClCCl.C([O-])([O-])=O.[Cs+].[Cs+]. The catalyst is COCCOC.CCO.O.C1C=CC(P(C2C=CC=CC=2)[C-]2C=CC=C2)=CC=1.C1C=CC(P(C2C=CC=CC=2)[C-]2C=CC=C2)=CC=1.Cl[Pd]Cl.[Fe+2]. The product is [CH:19]1([NH:22][C:23]([NH:25][C:26]2[CH:31]=[CH:30][C:29]([C:2]3[N:3]=[C:4]([N:12]4[CH2:17][CH2:16][O:15][CH2:14][C@@H:13]4[CH3:18])[C:5]4[CH2:10][N:9]([CH3:11])[CH2:8][C:6]=4[N:7]=3)=[C:28]([F:41])[CH:27]=2)=[O:24])[CH2:21][CH2:20]1. The yield is 0.110. (2) The reactants are [CH3:1][O:2][C:3](=[O:12])[C:4]1[CH:9]=[CH:8][C:7]([I:10])=[C:6]([NH2:11])[CH:5]=1.[F:13][C:14]([F:25])([F:24])[C:15](O[C:15](=[O:16])[C:14]([F:25])([F:24])[F:13])=[O:16]. The catalyst is ClCCl. The product is [CH3:1][O:2][C:3](=[O:12])[C:4]1[CH:9]=[CH:8][C:7]([I:10])=[C:6]([NH:11][C:15](=[O:16])[C:14]([F:25])([F:24])[F:13])[CH:5]=1. The yield is 1.00. (3) The reactants are CC(N(C)C)=O.Cl[C:8]1[N:13]=[CH:12][CH:11]=[CH:10][N:9]=1.[H-].[Na+].[Br:16][C:17]1[CH:23]=[CH:22][C:20]([NH2:21])=[C:19]([F:24])[CH:18]=1. The catalyst is O. The product is [Br:16][C:17]1[CH:23]=[CH:22][C:20]([NH:21][C:8]2[N:13]=[CH:12][CH:11]=[CH:10][N:9]=2)=[C:19]([F:24])[CH:18]=1. The yield is 0.560. (4) The product is [F:19][C:18]([F:20])([F:21])[C:10]1[CH:11]=[C:12]([N+:15]([O-:17])=[O:16])[CH:13]=[CH:14][C:9]=1[S:1][C:2]1[CH:7]=[CH:6][N:5]=[CH:4][CH:3]=1. The catalyst is CN(C=O)C.CCOCC.O. The reactants are [SH:1][C:2]1[CH:7]=[CH:6][N:5]=[CH:4][CH:3]=1.F[C:9]1[CH:14]=[CH:13][C:12]([N+:15]([O-:17])=[O:16])=[CH:11][C:10]=1[C:18]([F:21])([F:20])[F:19].C(=O)([O-])[O-].[K+].[K+]. The yield is 0.540. (5) The reactants are [C:1]([CH:5]1[CH2:10][CH2:9][CH:8]([O:11][C:12]2[CH:13]=[C:14]3[C:19](=[CH:20][CH:21]=2)[CH:18]=[C:17]([C:22]2([NH:26]S(C(C)(C)C)=O)[CH2:25][O:24][CH2:23]2)[CH:16]=[CH:15]3)[CH2:7][CH2:6]1)([CH3:4])([CH3:3])[CH3:2].C(Cl)Cl.Cl.CCOCC. The catalyst is C1CCCCC1. The product is [C:1]([C@H:5]1[CH2:10][CH2:9][C@H:8]([O:11][C:12]2[CH:13]=[C:14]3[C:19](=[CH:20][CH:21]=2)[CH:18]=[C:17]([C:22]2([NH2:26])[CH2:23][O:24][CH2:25]2)[CH:16]=[CH:15]3)[CH2:7][CH2:6]1)([CH3:4])([CH3:2])[CH3:3]. The yield is 0.670. (6) The reactants are C(O[C:4]1[C:5](=[O:16])[C:6](=[O:15])[C:7]=1[NH:8][C:9]1[CH:10]=[N:11][CH:12]=[CH:13][CH:14]=1)C.[Cl:17][C:18]1[CH:23]=[CH:22][C:21]([NH:24][CH2:25][CH2:26][CH2:27][CH2:28][CH2:29][CH2:30][NH2:31])=[CH:20][CH:19]=1. No catalyst specified. The product is [Cl:17][C:18]1[CH:19]=[CH:20][C:21]([NH:24][CH2:25][CH2:26][CH2:27][CH2:28][CH2:29][CH2:30][NH:31][C:4]2[C:5](=[O:16])[C:6](=[O:15])[C:7]=2[NH:8][C:9]2[CH:10]=[N:11][CH:12]=[CH:13][CH:14]=2)=[CH:22][CH:23]=1. The yield is 0.860. (7) The reactants are C1C2C(COC([NH:18][CH:19]([CH2:23][CH2:24][CH2:25][CH2:26][N:27]([CH2:54][C:55]3[N:56]([CH2:60][C:61]([N:63]([CH2:72][C:73]([O:75][C:76]([CH3:79])([CH3:78])[CH3:77])=[O:74])[CH2:64][C:65](=[O:71])[O:66][C:67]([CH3:70])([CH3:69])[CH3:68])=[O:62])[CH:57]=[CH:58][N:59]=3)[CH2:28][C:29]3[N:30]([CH2:34][C:35](=[O:53])[N:36]([CH2:45][C:46](=[O:52])[O:47][C:48]([CH3:51])([CH3:50])[CH3:49])[CH2:37][C:38](=[O:44])[O:39][C:40]([CH3:43])([CH3:42])[CH3:41])[CH:31]=[CH:32][N:33]=3)[C:20]([OH:22])=[O:21])=O)C3C(=CC=CC=3)C=2C=CC=1.N1CCCCC1. The catalyst is CN(C=O)C. The product is [NH2:18][C@@H:19]([CH2:23][CH2:24][CH2:25][CH2:26][N:27]([CH2:28][C:29]1[N:30]([CH2:34][C:35]([N:36]([CH2:37][C:38]([O:39][C:40]([CH3:43])([CH3:42])[CH3:41])=[O:44])[CH2:45][C:46](=[O:52])[O:47][C:48]([CH3:51])([CH3:50])[CH3:49])=[O:53])[CH:31]=[CH:32][N:33]=1)[CH2:54][C:55]1[N:56]([CH2:60][C:61](=[O:62])[N:63]([CH2:72][C:73](=[O:74])[O:75][C:76]([CH3:79])([CH3:78])[CH3:77])[CH2:64][C:65](=[O:71])[O:66][C:67]([CH3:69])([CH3:68])[CH3:70])[CH:57]=[CH:58][N:59]=1)[C:20]([OH:22])=[O:21]. The yield is 0.790.